From a dataset of Full USPTO retrosynthesis dataset with 1.9M reactions from patents (1976-2016). Predict the reactants needed to synthesize the given product. Given the product [F:12][C:13]1[S:17][C:16]([C:2]2[CH:3]=[N:4][CH:5]=[C:6]([N+:9]([O-:11])=[O:10])[C:7]=2[NH2:8])=[CH:15][CH:14]=1, predict the reactants needed to synthesize it. The reactants are: Br[C:2]1[CH:3]=[N:4][CH:5]=[C:6]([N+:9]([O-:11])=[O:10])[C:7]=1[NH2:8].[F:12][C:13]1[S:17][C:16](B2OC(C)(C)C(C)(C)O2)=[CH:15][CH:14]=1.C([O-])([O-])=O.[Cs+].[Cs+].CCOC(C)=O.